Dataset: Forward reaction prediction with 1.9M reactions from USPTO patents (1976-2016). Task: Predict the product of the given reaction. (1) Given the reactants [Cl:1][C:2]1[C:10]([F:11])=[C:9]([Cl:12])[CH:8]=[CH:7][C:3]=1[C:4]([OH:6])=O.ClC1C(C(F)(F)F)=CC=CC=1C(O)=O.ClC1C(C(F)(F)F)=CC=CC=1C([N:40]1[CH2:49][CH2:48][C:47]2[C:46]([C:50]3[N:54](C4CCCCO4)[N:53]=[CH:52][CH:51]=3)=[N:45][C:44]([CH3:61])=[N:43][C:42]=2[CH2:41]1)=O, predict the reaction product. The product is: [Cl:1][C:2]1[C:10]([F:11])=[C:9]([Cl:12])[CH:8]=[CH:7][C:3]=1[C:4]([N:40]1[CH2:49][CH2:48][C:47]2[C:46]([C:50]3[NH:54][N:53]=[CH:52][CH:51]=3)=[N:45][C:44]([CH3:61])=[N:43][C:42]=2[CH2:41]1)=[O:6]. (2) Given the reactants [CH3:1][O:2][C:3]1[CH:11]=[CH:10][CH:9]=[C:8]2[C:4]=1[CH2:5][C:6](=[O:13])[N:7]2[CH3:12].CO.[Br:16]N1C(=O)CCC1=O, predict the reaction product. The product is: [Br:16][C:11]1[C:3]([O:2][CH3:1])=[C:4]2[C:8](=[CH:9][CH:10]=1)[N:7]([CH3:12])[C:6](=[O:13])[CH2:5]2. (3) Given the reactants [CH:1]#[C:2][CH2:3][CH2:4][CH3:5].[Li]CCCC.[C:11]([C:15](OCC)=O)([F:14])([F:13])[F:12].B(F)(F)F.O(CC)CC.[NH2:29][NH2:30], predict the reaction product. The product is: [CH2:3]([C:4]1[NH:30][N:29]=[C:15]([C:11]([F:12])([F:13])[F:14])[CH:5]=1)[CH2:2][CH3:1]. (4) Given the reactants C([O-])(=O)C1C(=CC=CC=1)C([O-])=O.ClC1C=C(Cl)C(Cl)=CC=1C1C=CC=C(C(OCCCCC)=O)C=1OC(=O)C(OC1C(C(OCCCCC)=O)=CC=CC=1C1C=C(Cl)C(Cl)=CC=1Cl)=O.CC[CH2:67][CH2:68][O:69][C:70]([CH2:72][C:73]([O:89]C(C)=O)([C:82]([O:84][CH2:85][CH2:86]CC)=[O:83])[CH2:74][C:75]([O:77][CH2:78][CH2:79]CC)=[O:76])=[O:71].OO.C([O-])(=O)C1C(=CC=CC=1)O.[Na+], predict the reaction product. The product is: [C:70]([O:69][CH2:68][CH3:67])(=[O:71])[CH2:72][C:73]([CH2:74][C:75]([O:77][CH2:78][CH3:79])=[O:76])([C:82]([O:84][CH2:85][CH3:86])=[O:83])[OH:89]. (5) Given the reactants [Cl:1][C:2]1[C:14]([Cl:15])=[C:13]([CH2:16][CH2:17][C:18](=O)[C:19]2[S:20][C:21]([C:24]3[CH:29]=[CH:28][C:27]([C:30]([F:33])([F:32])[F:31])=[CH:26][CH:25]=3)=[CH:22][CH:23]=2)[CH:12]=[CH:11][C:3]=1[O:4][C:5]([CH3:10])([CH3:9])[C:6]([OH:8])=[O:7].Cl.[CH3:36][O:37][NH2:38], predict the reaction product. The product is: [Cl:1][C:2]1[C:14]([Cl:15])=[C:13]([CH2:16][CH2:17][C:18](=[N:38][O:37][CH3:36])[C:19]2[S:20][C:21]([C:24]3[CH:29]=[CH:28][C:27]([C:30]([F:33])([F:32])[F:31])=[CH:26][CH:25]=3)=[CH:22][CH:23]=2)[CH:12]=[CH:11][C:3]=1[O:4][C:5]([CH3:10])([CH3:9])[C:6]([OH:8])=[O:7]. (6) Given the reactants Br[C:2]1[CH:3]=[CH:4][C:5]([F:13])=[C:6]([CH:8]2[O:12]CCO2)[CH:7]=1.C([Li])CCC.CON(C)[C:22](=[O:24])[CH3:23], predict the reaction product. The product is: [C:22]([C:2]1[CH:3]=[CH:4][C:5]([F:13])=[C:6]([CH:7]=1)[CH:8]=[O:12])(=[O:24])[CH3:23].